Dataset: Full USPTO retrosynthesis dataset with 1.9M reactions from patents (1976-2016). Task: Predict the reactants needed to synthesize the given product. (1) Given the product [CH2:11]([NH:18][C:2]1[CH:7]=[CH:6][C:5]([N+:8]([O-:10])=[O:9])=[CH:4][N:3]=1)[C:12]1[CH:17]=[CH:16][CH:15]=[CH:14][CH:13]=1, predict the reactants needed to synthesize it. The reactants are: Cl[C:2]1[CH:7]=[CH:6][C:5]([N+:8]([O-:10])=[O:9])=[CH:4][N:3]=1.[CH2:11]([NH2:18])[C:12]1[CH:17]=[CH:16][CH:15]=[CH:14][CH:13]=1.Cl. (2) Given the product [F:23][C:21]1[CH:20]=[C:19]([F:24])[CH:18]=[C:17]2[C:22]=1[C:13]([NH:43][C:41]1[C:40]([C:44]3[CH:49]=[N:48][CH:47]=[N:46][CH:45]=3)=[CH:39][N:38]=[C:37]([N:34]3[CH2:33][CH2:32][O:31][CH2:36][CH2:35]3)[CH:42]=1)=[C:14]([CH3:30])[C:15]([N:25]1[CH2:28][CH2:27][C:26]1=[O:29])=[N:16]2, predict the reactants needed to synthesize it. The reactants are: C(=O)([O-])[O-].[K+].[K+].C(O)(C)(C)C.Cl[C:13]1[C:22]2[C:17](=[CH:18][C:19]([F:24])=[CH:20][C:21]=2[F:23])[N:16]=[C:15]([N:25]2[CH2:28][CH2:27][C:26]2=[O:29])[C:14]=1[CH3:30].[O:31]1[CH2:36][CH2:35][N:34]([C:37]2[CH:42]=[C:41]([NH2:43])[C:40]([C:44]3[CH:45]=[N:46][CH:47]=[N:48][CH:49]=3)=[CH:39][N:38]=2)[CH2:33][CH2:32]1.